From a dataset of Catalyst prediction with 721,799 reactions and 888 catalyst types from USPTO. Predict which catalyst facilitates the given reaction. Reactant: [Br:1][C:2]1[C:3]([C:12]2[O:13][CH:14]=[CH:15][CH:16]=2)=[N:4][C:5]([NH2:11])=[N:6][C:7]=1S(C)=O.[CH:17]([OH:20])(C)[CH3:18].C1CCN2C(=NCCC2)CC1. Product: [Br:1][C:2]1[C:7]([O:20][CH2:17][CH3:18])=[N:6][C:5]([NH2:11])=[N:4][C:3]=1[C:12]1[O:13][CH:14]=[CH:15][CH:16]=1. The catalyst class is: 12.